From a dataset of Forward reaction prediction with 1.9M reactions from USPTO patents (1976-2016). Predict the product of the given reaction. Given the reactants [NH2:1][C:2]([CH3:18])([CH2:5][N:6]1[CH:14]=[C:13]2[C:8]([C:9]([Cl:17])=[C:10]([Cl:16])[CH:11]=[C:12]2[Cl:15])=[N:7]1)[C:3]#[N:4].[F:19][C:20]([F:31])([F:30])[C:21]1[CH:29]=[CH:28][C:24]([C:25](Cl)=[S:26])=[CH:23][CH:22]=1, predict the reaction product. The product is: [C:3]([C:2]([NH:1][C:25](=[S:26])[C:24]1[CH:23]=[CH:22][C:21]([C:20]([F:19])([F:30])[F:31])=[CH:29][CH:28]=1)([CH3:18])[CH2:5][N:6]1[CH:14]=[C:13]2[C:8]([C:9]([Cl:17])=[C:10]([Cl:16])[CH:11]=[C:12]2[Cl:15])=[N:7]1)#[N:4].